This data is from Reaction yield outcomes from USPTO patents with 853,638 reactions. The task is: Predict the reaction yield, written as a fraction of the theoretical maximum amount of product (1.0 means a 100% yield; for example, 0.34 means a 34% yield). (1) The yield is 0.613. The reactants are Br[C:2]1[CH:7]=[CH:6][C:5]([Cl:8])=[CH:4][C:3]=1[CH2:9][OH:10].[Li]CCCC.[O:16]=[C:17]1[CH2:22][CH2:21][N:20]([C:23]([O:25][C:26]([CH3:29])([CH3:28])[CH3:27])=[O:24])[CH2:19][CH2:18]1. The catalyst is C1COCC1. The product is [Cl:8][C:5]1[CH:6]=[CH:7][C:2]([C:17]2([OH:16])[CH2:18][CH2:19][N:20]([C:23]([O:25][C:26]([CH3:28])([CH3:27])[CH3:29])=[O:24])[CH2:21][CH2:22]2)=[C:3]([CH2:9][OH:10])[CH:4]=1. (2) The reactants are [OH-].[Na+].[C:3]([OH:13])(=[O:12])[CH:4]([C:6]1[CH:11]=[CH:10][CH:9]=[CH:8][CH:7]=1)[OH:5].[Cl-].[Zn+2:15].[Cl-]. The catalyst is O. The product is [C:3]([O-:13])(=[O:12])[CH:4]([C:6]1[CH:11]=[CH:10][CH:9]=[CH:8][CH:7]=1)[OH:5].[Zn+2:15].[C:3]([O-:13])(=[O:12])[CH:4]([C:6]1[CH:11]=[CH:10][CH:9]=[CH:8][CH:7]=1)[OH:5]. The yield is 0.610. (3) The yield is 0.290. The product is [Cl:46][C:47]1[CH:48]=[C:49]([C:54]2[O:58][C:57]([N:11]3[CH:7]([C:4]4[CH:3]=[CH:2][N:1]=[CH:6][CH:5]=4)[CH:8]=[C:9]([C:12]([NH2:17])=[O:14])[NH:10]3)=[CH:56][CH:55]=2)[CH:50]=[CH:51][C:52]=1[Cl:53]. The reactants are [N:1]1[CH:6]=[CH:5][C:4]([C:7]2[CH2:8][C:9]([C:12]([OH:14])=O)=[N:10][N:11]=2)=[CH:3][CH:2]=1.CC[N:17](C(C)C)C(C)C.CCN=C=NCCCN(C)C.C1C=CC2N(O)N=NC=2C=1.Cl.[Cl:46][C:47]1[CH:48]=[C:49]([C:54]2[O:58][C:57](CCN)=[CH:56][CH:55]=2)[CH:50]=[CH:51][C:52]=1[Cl:53]. The catalyst is C(Cl)Cl. (4) The reactants are [CH2:1]([S:3]([N:6]1[CH2:11][CH2:10][CH:9]([C:12]2[C:20]3[C:15](=[C:16]([C:29]([NH2:31])=[O:30])[CH:17]=[C:18]([C:21]4[CH:26]=[CH:25][C:24]([CH:27]=O)=[CH:23][CH:22]=4)[CH:19]=3)[NH:14][CH:13]=2)[CH2:8][CH2:7]1)(=[O:5])=[O:4])[CH3:2].[NH:32]1[CH2:37][CH2:36][O:35][CH2:34][CH2:33]1.C(O[BH-](OC(=O)C)OC(=O)C)(=O)C.[Na+]. The catalyst is CS(C)=O.C(O)(=O)C. The product is [CH2:1]([S:3]([N:6]1[CH2:7][CH2:8][CH:9]([C:12]2[C:20]3[C:15](=[C:16]([C:29]([NH2:31])=[O:30])[CH:17]=[C:18]([C:21]4[CH:22]=[CH:23][C:24]([CH2:27][N:32]5[CH2:37][CH2:36][O:35][CH2:34][CH2:33]5)=[CH:25][CH:26]=4)[CH:19]=3)[NH:14][CH:13]=2)[CH2:10][CH2:11]1)(=[O:5])=[O:4])[CH3:2]. The yield is 0.700. (5) The reactants are C([O:3][C:4]([C@@H:6]1[C@@H:8]([C:9](=[O:41])[NH:10][C@@H:11]([CH2:35][C:36]2[N:37]=[CH:38][S:39][CH:40]=2)[C:12]([NH:14][CH2:15][C:16]2[N:17]=[N:18][N:19]([C:21]3[CH:26]=[C:25]([C:27]([F:30])([F:29])[F:28])[CH:24]=[C:23]([C:31]([F:34])([F:33])[F:32])[CH:22]=3)[CH:20]=2)=[O:13])[O:7]1)=[O:5])C.[Li+].[OH-]. The yield is 0.803. The product is [F:30][C:27]([F:28])([F:29])[C:25]1[CH:26]=[C:21]([N:19]2[CH:20]=[C:16]([CH2:15][NH:14][C:12](=[O:13])[C@@H:11]([NH:10][C:9]([C@H:8]3[O:7][C@@H:6]3[C:4]([OH:5])=[O:3])=[O:41])[CH2:35][C:36]3[N:37]=[CH:38][S:39][CH:40]=3)[N:17]=[N:18]2)[CH:22]=[C:23]([C:31]([F:34])([F:33])[F:32])[CH:24]=1. No catalyst specified. (6) The reactants are Cl[C:2]1[N:3]=[C:4]([C:30]2[C:35]([O:36][CH3:37])=[CH:34][C:33]([C:38]3[CH:43]=[CH:42][CH:41]=[C:40]([F:44])[CH:39]=3)=[C:32]([Cl:45])[CH:31]=2)[C:5]2[C:10]([CH:11]=1)=[CH:9][C:8]([S:12]([N:15]([C:25]1[CH:29]=[CH:28][O:27][N:26]=1)[CH2:16][C:17]1[CH:22]=[CH:21][C:20]([O:23][CH3:24])=[CH:19][CH:18]=1)(=[O:14])=[O:13])=[CH:7][CH:6]=2.[OH-:46].[K+].C(P(C(C)(C)C)C1C=CC=CC=1C1C(C(C)C)=CC(C(C)C)=CC=1C(C)C)(C)(C)C. The catalyst is C1C=CC(/C=C/C(/C=C/C2C=CC=CC=2)=O)=CC=1.C1C=CC(/C=C/C(/C=C/C2C=CC=CC=2)=O)=CC=1.C1C=CC(/C=C/C(/C=C/C2C=CC=CC=2)=O)=CC=1.[Pd].[Pd]. The product is [Cl:45][C:32]1[CH:31]=[C:30]([C:4]2[C:5]3[C:10](=[CH:9][C:8]([S:12]([N:15]([C:25]4[CH:29]=[CH:28][O:27][N:26]=4)[CH2:16][C:17]4[CH:18]=[CH:19][C:20]([O:23][CH3:24])=[CH:21][CH:22]=4)(=[O:14])=[O:13])=[CH:7][CH:6]=3)[CH:11]=[C:2]([OH:46])[N:3]=2)[C:35]([O:36][CH3:37])=[CH:34][C:33]=1[C:38]1[CH:43]=[CH:42][CH:41]=[C:40]([F:44])[CH:39]=1. The yield is 1.03.